Dataset: Forward reaction prediction with 1.9M reactions from USPTO patents (1976-2016). Task: Predict the product of the given reaction. (1) The product is: [N+:11]([C:8]1[CH:7]=[C:3]2[C:2](=[CH:10][CH:9]=1)[NH:1][C:15](=[O:16])[NH:14][C:4]2=[O:6])([O-:13])=[O:12]. Given the reactants [NH2:1][C:2]1[CH:10]=[CH:9][C:8]([N+:11]([O-:13])=[O:12])=[CH:7][C:3]=1[C:4]([OH:6])=O.[NH2:14][C:15](N)=[O:16], predict the reaction product. (2) Given the reactants [Cl:1][C:2]1[CH:3]=[C:4]([N:13]2[C:18](=[O:19])[C:17]3[NH:20][CH:21]=[CH:22][C:16]=3[NH:15][C:14]2=[S:23])[CH:5]=[CH:6][C:7]=1[O:8][CH2:9][CH:10]1[CH2:12][CH2:11]1.I[CH2:25][CH3:26].C(=O)([O-])O.[Na+], predict the reaction product. The product is: [Cl:1][C:2]1[CH:3]=[C:4]([N:13]2[C:18](=[O:19])[C:17]3[NH:20][CH:21]=[CH:22][C:16]=3[N:15]=[C:14]2[S:23][CH2:25][CH3:26])[CH:5]=[CH:6][C:7]=1[O:8][CH2:9][CH:10]1[CH2:11][CH2:12]1. (3) Given the reactants [CH:1]1[C:14]2[C:5](=[N:6][CH:7]=[C:8]3[C:13]=2[CH:12]=[CH:11][CH:10]=[CH:9]3)[CH:4]=[CH:3][CH:2]=1.[O:15]1[CH:19]=[CH:18][CH:17]=[C:16]1[C:20](Cl)=[O:21].[NH:23]1[C:31]2[C:26](=[CH:27][CH:28]=[CH:29][CH:30]=2)[CH:25]=[CH:24]1, predict the reaction product. The product is: [O:15]1[CH:19]=[CH:18][CH:17]=[C:16]1[C:20]([N:6]1[CH:7]([C:25]2[C:26]3[C:31](=[CH:30][CH:29]=[CH:28][CH:27]=3)[NH:23][CH:24]=2)[C:8]2[C:13](=[CH:12][CH:11]=[CH:10][CH:9]=2)[C:14]2[CH:1]=[CH:2][CH:3]=[CH:4][C:5]1=2)=[O:21]. (4) The product is: [CH3:29][O:28][C:24]1[CH:23]=[C:22]2[C:27]([C:18]([NH:1][CH2:2][CH2:3][N:4]3[C:9](=[O:10])[CH:8]=[CH:7][C:6]([C:11]4[S:12][CH:13]=[C:14]([CH3:16])[CH:15]=4)=[N:5]3)=[CH:19][CH:20]=[N:21]2)=[N:26][CH:25]=1. Given the reactants [NH2:1][CH2:2][CH2:3][N:4]1[C:9](=[O:10])[CH:8]=[CH:7][C:6]([C:11]2[S:12][CH:13]=[C:14]([CH3:16])[CH:15]=2)=[N:5]1.Cl[C:18]1[CH:19]=[CH:20][N:21]=[C:22]2[C:27]=1[N:26]=[CH:25][C:24]([O:28][CH3:29])=[CH:23]2, predict the reaction product.